From a dataset of Full USPTO retrosynthesis dataset with 1.9M reactions from patents (1976-2016). Predict the reactants needed to synthesize the given product. (1) Given the product [CH3:1][C:2]1[CH:3]=[C:4]([NH:8][C:9](=[O:10])[O:11][C:12]([CH3:15])([CH3:14])[CH3:13])[CH:5]=[N:6][CH:7]=1, predict the reactants needed to synthesize it. The reactants are: [CH3:1][C:2]1[CH:3]=[C:4]([NH2:8])[CH:5]=[N:6][CH:7]=1.[C:9](O[C:9]([O:11][C:12]([CH3:15])([CH3:14])[CH3:13])=[O:10])([O:11][C:12]([CH3:15])([CH3:14])[CH3:13])=[O:10].C(=O)=O. (2) Given the product [C:24](=[O:25])([O:1][C:2]1[CH:7]=[CH:6][C:5]([C:8]2[NH:9][C:10](=[O:23])[C:11]3[C:16]([C:17]=2[N+:18]([O-:20])=[O:19])=[CH:15][CH:14]=[C:13]([O:21][CH3:22])[CH:12]=3)=[CH:4][CH:3]=1)[O:27][C:5]([CH3:8])([CH3:6])[CH3:4], predict the reactants needed to synthesize it. The reactants are: [OH:1][C:2]1[CH:7]=[CH:6][C:5]([C:8]2[NH:9][C:10](=[O:23])[C:11]3[C:16]([C:17]=2[N+:18]([O-:20])=[O:19])=[CH:15][CH:14]=[C:13]([O:21][CH3:22])[CH:12]=3)=[CH:4][CH:3]=1.[C:24]([O-:27])([O-])=[O:25].[K+].[K+]. (3) Given the product [CH2:12]([S:28][CH2:8][C:7]1[CH:10]=[CH:11][C:4]([N+:1]([O-:3])=[O:2])=[CH:5][CH:6]=1)[CH2:13][CH2:14][CH2:15][CH2:16][CH2:17][CH2:18][CH2:19][CH2:20][CH2:21][CH2:22][CH2:23][CH2:24][CH2:25][CH2:26][CH3:27], predict the reactants needed to synthesize it. The reactants are: [N+:1]([C:4]1[CH:11]=[CH:10][C:7]([CH2:8]Br)=[CH:6][CH:5]=1)([O-:3])=[O:2].[CH2:12]([SH:28])[CH2:13][CH2:14][CH2:15][CH2:16][CH2:17][CH2:18][CH2:19][CH2:20][CH2:21][CH2:22][CH2:23][CH2:24][CH2:25][CH2:26][CH3:27].[O-]CC.[Na+].C(Br)C1C=CC=CC=1. (4) Given the product [NH2:1][C:2]1[N:10]=[CH:9][N:8]=[C:7]2[C:3]=1[N:4]=[CH:5][N:6]2[C@H:11]1[C@@H:18]2[O:17][C:16]([CH3:20])([CH3:19])[O:15][C@@H:14]2[C@@H:13]([CH2:21][N:22]([CH3:46])[CH2:23][CH2:24][C@H:25]([NH:33][C:34]([O:35][CH2:36][C:37]2[CH:38]=[CH:39][CH:40]=[CH:41][CH:42]=2)=[O:43])[C:26]([O:28][C:29]([CH3:32])([CH3:31])[CH3:30])=[O:27])[O:12]1, predict the reactants needed to synthesize it. The reactants are: [NH2:1][C:2]1[N:10]=[CH:9][N:8]=[C:7]2[C:3]=1[N:4]=[CH:5][N:6]2[C@H:11]1[C@H:18]2[C@H:14]([O:15][C:16]([CH3:20])([CH3:19])[O:17]2)[C@@H:13]([CH2:21][NH:22][CH2:23][CH2:24][C@H:25]([NH:33][C:34](=[O:43])[O:35][CH2:36][C:37]2[CH:42]=[CH:41][CH:40]=[CH:39][CH:38]=2)[C:26]([O:28][C:29]([CH3:32])([CH3:31])[CH3:30])=[O:27])[O:12]1.C=O.[C:46]([BH3-])#N.[Na+]. (5) Given the product [CH2:7]([O:14][C:15]1[CH:20]=[CH:19][C:18]([N:21]2[C:22](=[O:23])[C:24]3[C:25]([Cl:31])=[N:26][CH:27]=[N:28][C:29]=3[O:35][C@H:33]([CH3:34])[CH2:32]2)=[CH:17][C:16]=1[F:36])[C:8]1[CH:13]=[CH:12][CH:11]=[CH:10][CH:9]=1, predict the reactants needed to synthesize it. The reactants are: C(=O)([O-])[O-].[K+].[K+].[CH2:7]([O:14][C:15]1[CH:20]=[CH:19][C:18]([N:21]([CH2:32][C@H:33]([OH:35])[CH3:34])[C:22]([C:24]2[C:25]([Cl:31])=[N:26][CH:27]=[N:28][C:29]=2Cl)=[O:23])=[CH:17][C:16]=1[F:36])[C:8]1[CH:13]=[CH:12][CH:11]=[CH:10][CH:9]=1. (6) Given the product [CH2:7]([C@@:14]([NH:23][C:24]([O:26][C:27]([CH3:28])([CH3:29])[CH3:30])=[O:25])([CH2:15][CH:16]=[O:18])[C:20]([O:35][CH3:31])=[O:2])[C:8]1[CH:9]=[CH:10][CH:11]=[CH:12][CH:13]=1, predict the reactants needed to synthesize it. The reactants are: I([O-])(=O)(=O)=[O:2].[Na+].[CH2:7]([C@@:14]([NH:23][C:24]([O:26][C:27]([CH3:30])([CH3:29])[CH3:28])=[O:25])([CH2:20]C=C)[CH2:15][C:16]([O:18]C)=O)[C:8]1[CH:13]=[CH:12][CH:11]=[CH:10][CH:9]=1.[C:31]([OH:35])(C)(C)C. (7) Given the product [F:18][C:8]([F:7])([F:17])[C:9]1[N:10]=[C:11]([C:14]2([C:15]#[N:16])[CH2:21][CH2:20]2)[S:12][CH:13]=1, predict the reactants needed to synthesize it. The reactants are: C([O-])([O-])=O.[K+].[K+].[F:7][C:8]([F:18])([F:17])[C:9]1[N:10]=[C:11]([CH2:14][C:15]#[N:16])[S:12][CH:13]=1.Br[CH2:20][CH2:21]Br.Cl. (8) Given the product [OH:4][CH2:3][C@@H:2]([NH:1][C:16]([O:15][CH2:14][CH2:13][O:12][C:10](=[O:11])[CH:9]([CH3:8])[CH3:26])=[O:17])[C:5]([OH:7])=[O:6], predict the reactants needed to synthesize it. The reactants are: [NH2:1][C@@H:2]([C:5]([OH:7])=[O:6])[CH2:3][OH:4].[CH3:8][CH:9]([CH3:26])[C:10]([O:12][CH2:13][CH2:14][O:15][C:16](ON1C(=O)CCC1=O)=[O:17])=[O:11]. (9) Given the product [CH3:1][O:2][C:3]1[CH:36]=[C:35]([O:37][CH3:38])[CH:34]=[CH:33][C:4]=1[CH2:5][N:6]1[C:11]2[C:12]3[C:20]([O:21][CH2:22][CH2:23][C:10]=2[C:9]([OH:27])=[C:8]([C:28]([OH:30])=[O:29])[C:7]1=[O:32])=[CH:19][C:18]1[N:17]([CH3:24])[C:16]([CH2:25][OH:26])=[CH:15][C:14]=1[CH:13]=3, predict the reactants needed to synthesize it. The reactants are: [CH3:1][O:2][C:3]1[CH:36]=[C:35]([O:37][CH3:38])[CH:34]=[CH:33][C:4]=1[CH2:5][N:6]1[C:11]2[C:12]3[C:20]([O:21][CH2:22][CH2:23][C:10]=2[C:9]([OH:27])=[C:8]([C:28]([O:30]C)=[O:29])[C:7]1=[O:32])=[CH:19][C:18]1[N:17]([CH3:24])[C:16]([CH2:25][OH:26])=[CH:15][C:14]=1[CH:13]=3.[Li+].[I-].Cl.